Dataset: Reaction yield outcomes from USPTO patents with 853,638 reactions. Task: Predict the reaction yield, written as a fraction of the theoretical maximum amount of product (1.0 means a 100% yield; for example, 0.34 means a 34% yield). (1) The product is [CH3:9][C:8]1[S:7][C:6]([CH3:10])=[C:5]([CH2:11][C:12]2[S:25][C:17]3[C:18]([F:24])=[CH:19][C:20]([F:23])=[C:21]([F:22])[C:16]=3[N:13]=2)[C:4]=1[CH2:3][C:1]#[N:2]. The catalyst is CCO. The reactants are [C:1]([CH2:3][C:4]1[C:5]([CH2:11][C:12]#[N:13])=[C:6]([CH3:10])[S:7][C:8]=1[CH3:9])#[N:2].Cl.N[C:16]1[C:21]([F:22])=[C:20]([F:23])[CH:19]=[C:18]([F:24])[C:17]=1[SH:25]. The yield is 0.312. (2) The reactants are Br[C:2]1[N:3]=[CH:4][C:5]([NH2:8])=[N:6][CH:7]=1.CO[CH2:11][CH2:12][O:13][CH3:14].C([O-])([O-])=O.[Na+].[Na+].[CH3:21][CH2:22]OC(C)=O. The catalyst is C1C=CC(P(C2C=CC=CC=2)[C-]2C=CC=C2)=CC=1.C1C=CC(P(C2C=CC=CC=2)[C-]2C=CC=C2)=CC=1.Cl[Pd]Cl.[Fe+2]. The product is [O:13]1[CH2:14][CH:22]=[C:21]([C:2]2[N:3]=[CH:4][C:5]([NH2:8])=[N:6][CH:7]=2)[CH2:11][CH2:12]1. The yield is 0.570.